This data is from Full USPTO retrosynthesis dataset with 1.9M reactions from patents (1976-2016). The task is: Predict the reactants needed to synthesize the given product. (1) Given the product [Br:1][C:2]1[CH:7]=[CH:6][C:5]([CH:8]([C:20]2[CH:25]=[CH:24][CH:23]=[CH:22][C:21]=2[CH3:26])[CH2:9][C:10]([C:12]2[C:17]([Cl:18])=[CH:16][N:15]=[C:14]([F:19])[CH:13]=2)=[N:28][OH:29])=[CH:4][CH:3]=1, predict the reactants needed to synthesize it. The reactants are: [Br:1][C:2]1[CH:7]=[CH:6][C:5]([CH:8]([C:20]2[CH:25]=[CH:24][CH:23]=[CH:22][C:21]=2[CH3:26])[CH2:9][C:10]([C:12]2[C:17]([Cl:18])=[CH:16][N:15]=[C:14]([F:19])[CH:13]=2)=O)=[CH:4][CH:3]=1.Cl.[NH2:28][OH:29].C([O-])(O)=O.[Na+]. (2) Given the product [OH:15][CH2:14][CH:6]1[CH:7]([C:9]2[CH:13]=[CH:12][S:11][CH:10]=2)[CH2:8][NH:4][CH2:5]1, predict the reactants needed to synthesize it. The reactants are: C([N:4]1[CH2:8][CH:7]([C:9]2[CH:13]=[CH:12][S:11][CH:10]=2)[CH:6]([C:14](OC)=[O:15])[CH2:5]1)C=C.[H-].[Al+3].[Li+].[H-].[H-].[H-].O.[OH-].[Na+]. (3) The reactants are: C1(C(C2C=CC=CC=2)[N:8]2[CH2:11][C:10]([CH2:18][NH:19][C:20](=[O:26])[O:21][C:22]([CH3:25])([CH3:24])[CH3:23])([N:12]3[CH2:17][CH2:16][O:15][CH2:14][CH2:13]3)[CH2:9]2)C=CC=CC=1. Given the product [N:12]1([C:10]2([CH2:18][NH:19][C:20](=[O:26])[O:21][C:22]([CH3:24])([CH3:23])[CH3:25])[CH2:11][NH:8][CH2:9]2)[CH2:13][CH2:14][O:15][CH2:16][CH2:17]1, predict the reactants needed to synthesize it. (4) Given the product [C:12](=[C:5]1[C:6](=[O:8])[O:7][C:2]([CH3:10])([CH3:1])[O:3][C:4]1=[O:9])([CH3:14])[CH3:11], predict the reactants needed to synthesize it. The reactants are: [CH3:1][C:2]1([CH3:10])[O:7][C:6](=[O:8])[CH2:5][C:4](=[O:9])[O:3]1.[CH3:11][C:12]([CH3:14])=O.N1CCCCC1. (5) Given the product [Cl:1][C:2]1[CH:7]=[CH:6][C:5]([N:8]2[CH:12]=[C:11]([C:13]([NH:24][N:25]3[CH2:30][CH2:29][CH2:28][CH2:27][CH2:26]3)=[O:14])[N:10]=[C:9]2[C:16]2[CH:21]=[CH:20][C:19]([Cl:22])=[CH:18][C:17]=2[Cl:23])=[CH:4][CH:3]=1, predict the reactants needed to synthesize it. The reactants are: [Cl:1][C:2]1[CH:7]=[CH:6][C:5]([N:8]2[CH:12]=[C:11]([C:13](Cl)=[O:14])[N:10]=[C:9]2[C:16]2[CH:21]=[CH:20][C:19]([Cl:22])=[CH:18][C:17]=2[Cl:23])=[CH:4][CH:3]=1.[NH2:24][N:25]1[CH2:30][CH2:29][CH2:28][CH2:27][CH2:26]1.C(N(CC)CC)C. (6) Given the product [CH3:8][O:9][C:10](=[O:52])[CH2:11][C:12]1[CH:17]=[CH:16][C:15]([C:18]2[CH:23]=[CH:22][C:21]([C:24]([CH2:27][CH3:28])([C:29]3[CH:34]=[CH:33][C:32]([CH2:35][CH2:36][CH:37]([OH:42])[C:38]([CH3:40])([CH3:41])[CH3:39])=[C:31]([CH3:50])[CH:30]=3)[CH2:25][CH3:26])=[CH:20][C:19]=2[CH3:51])=[CH:14][CH:13]=1, predict the reactants needed to synthesize it. The reactants are: FC(F)(F)C(O)=O.[CH3:8][O:9][C:10](=[O:52])[CH2:11][C:12]1[CH:17]=[CH:16][C:15]([C:18]2[CH:23]=[CH:22][C:21]([C:24]([C:29]3[CH:34]=[CH:33][C:32]([CH2:35][CH2:36][CH:37]([O:42][Si](C(C)(C)C)(C)C)[C:38]([CH3:41])([CH3:40])[CH3:39])=[C:31]([CH3:50])[CH:30]=3)([CH2:27][CH3:28])[CH2:25][CH3:26])=[CH:20][C:19]=2[CH3:51])=[CH:14][CH:13]=1.